This data is from NCI-60 drug combinations with 297,098 pairs across 59 cell lines. The task is: Regression. Given two drug SMILES strings and cell line genomic features, predict the synergy score measuring deviation from expected non-interaction effect. Drug 1: CC12CCC3C(C1CCC2=O)CC(=C)C4=CC(=O)C=CC34C. Drug 2: CC(C)CN1C=NC2=C1C3=CC=CC=C3N=C2N. Cell line: T-47D. Synergy scores: CSS=14.0, Synergy_ZIP=-4.20, Synergy_Bliss=-1.04, Synergy_Loewe=-1.42, Synergy_HSA=-2.01.